This data is from Forward reaction prediction with 1.9M reactions from USPTO patents (1976-2016). The task is: Predict the product of the given reaction. (1) Given the reactants [CH2:1]([O:8][C:9](=[O:13])[CH2:10][C:11]#[N:12])[C:2]1[CH:7]=[CH:6][CH:5]=[CH:4][CH:3]=1.C(N)(=[S:16])C.Cl.O, predict the reaction product. The product is: [CH2:1]([O:8][C:9](=[O:13])[CH2:10][C:11](=[S:16])[NH2:12])[C:2]1[CH:7]=[CH:6][CH:5]=[CH:4][CH:3]=1. (2) Given the reactants [Cl:1][C:2]1[C:7]2[O:8][C:9]3[CH2:14][CH2:13][N:12]([C:15]([O:17][C:18]([CH3:21])([CH3:20])[CH3:19])=[O:16])[CH2:11][C:10]=3[C:6]=2[CH:5]=[C:4](Br)[CH:3]=1.[C:23]1([S:29]([O-:31])=[O:30])[CH:28]=[CH:27][CH:26]=[CH:25][CH:24]=1.[Na+], predict the reaction product. The product is: [Cl:1][C:2]1[C:7]2[O:8][C:9]3[CH2:14][CH2:13][N:12]([C:15]([O:17][C:18]([CH3:21])([CH3:20])[CH3:19])=[O:16])[CH2:11][C:10]=3[C:6]=2[CH:5]=[C:4]([S:29]([C:23]2[CH:28]=[CH:27][CH:26]=[CH:25][CH:24]=2)(=[O:31])=[O:30])[CH:3]=1. (3) Given the reactants FC1C=C(CCN)C=CN=1.[CH3:11][O:12][C:13]1[CH:14]=[CH:15][C:16]([CH:19]=[CH:20][N+:21]([O-])=O)=[N:17][CH:18]=1, predict the reaction product. The product is: [CH3:11][O:12][C:13]1[CH:14]=[CH:15][C:16]([CH2:19][CH2:20][NH2:21])=[N:17][CH:18]=1. (4) Given the reactants [CH3:1][CH:2]1[C:7](=O)[CH2:6][CH2:5][CH2:4][C:3]1=[O:9].[C:10]([C:12]1[CH:13]=[C:14]([CH:16]=[CH:17][CH:18]=1)[NH2:15])#[CH:11].C(O)(=O)C, predict the reaction product. The product is: [C:10]([C:12]1[CH:13]=[C:14]([NH:15][C:7]2[CH2:6][CH2:5][CH2:4][C:3](=[O:9])[C:2]=2[CH3:1])[CH:16]=[CH:17][CH:18]=1)#[CH:11]. (5) Given the reactants [Cl:1][C:2]1[CH:3]=[C:4]([S:9]([NH:12][CH2:13][C:14]2[N:19]=[N:18][C:17]([C:20]([O:22]C)=[O:21])=[CH:16][CH:15]=2)(=[O:11])=[O:10])[CH:5]=[CH:6][C:7]=1[F:8].[OH-].[K+], predict the reaction product. The product is: [Cl:1][C:2]1[CH:3]=[C:4]([S:9]([NH:12][CH2:13][C:14]2[N:19]=[N:18][C:17]([C:20]([OH:22])=[O:21])=[CH:16][CH:15]=2)(=[O:10])=[O:11])[CH:5]=[CH:6][C:7]=1[F:8]. (6) Given the reactants [C:1]([O:8][CH2:9][CH3:10])(=[O:7])[C:2]([O:4]CC)=O.[CH2:11]([Mg]Br)[CH3:12], predict the reaction product. The product is: [O:4]=[C:2]([CH2:11][CH3:12])[C:1]([O:8][CH2:9][CH3:10])=[O:7].